From a dataset of Peptide-MHC class I binding affinity with 185,985 pairs from IEDB/IMGT. Regression. Given a peptide amino acid sequence and an MHC pseudo amino acid sequence, predict their binding affinity value. This is MHC class I binding data. (1) The peptide sequence is IQAVFGFSL. The MHC is HLA-B07:02 with pseudo-sequence HLA-B07:02. The binding affinity (normalized) is 0.0847. (2) The peptide sequence is QVPKLLLWF. The MHC is HLA-A02:01 with pseudo-sequence HLA-A02:01. The binding affinity (normalized) is 0.295. (3) The peptide sequence is DPHGPVQLSYYD. The MHC is HLA-A02:01 with pseudo-sequence HLA-A02:01. The binding affinity (normalized) is 0. (4) The peptide sequence is EVHIYYLEK. The MHC is HLA-A11:01 with pseudo-sequence HLA-A11:01. The binding affinity (normalized) is 0.0847. (5) The peptide sequence is YAQMWQLMY. The MHC is HLA-A01:01 with pseudo-sequence HLA-A01:01. The binding affinity (normalized) is 0.592. (6) The peptide sequence is QTVEDEARR. The MHC is HLA-A02:03 with pseudo-sequence HLA-A02:03. The binding affinity (normalized) is 0. (7) The binding affinity (normalized) is 1.00. The peptide sequence is VLALYSPPL. The MHC is HLA-A02:03 with pseudo-sequence HLA-A02:03. (8) The peptide sequence is STFNMWREIL. The MHC is HLA-A02:06 with pseudo-sequence HLA-A02:06. The binding affinity (normalized) is 0.250. (9) The peptide sequence is SRLFEDLVWK. The MHC is HLA-A03:01 with pseudo-sequence HLA-A03:01. The binding affinity (normalized) is 0.400. (10) The binding affinity (normalized) is 0.0847. The MHC is HLA-A30:01 with pseudo-sequence HLA-A30:01. The peptide sequence is EVKSLFNTV.